Dataset: Reaction yield outcomes from USPTO patents with 853,638 reactions. Task: Predict the reaction yield, written as a fraction of the theoretical maximum amount of product (1.0 means a 100% yield; for example, 0.34 means a 34% yield). The reactants are [F:1][C:2]1[CH:3]=[C:4]([CH:8]2[CH2:12][CH2:11][CH2:10][N:9]2[C:13]2[CH:18]=[CH:17][N:16]3[N:19]=[CH:20][C:21](/[CH:22]=[CH:23]/[C:24]([OH:26])=O)=[C:15]3[N:14]=2)[CH:5]=[N:6][CH:7]=1.[CH2:27]([NH2:29])[CH3:28].CCN(C(C)C)C(C)C.CN(C(ON1N=NC2C=CC=NC1=2)=[N+](C)C)C.F[P-](F)(F)(F)(F)F. The catalyst is CN(C=O)C.CCOC(C)=O. The product is [CH2:27]([NH:29][C:24](=[O:26])/[CH:23]=[CH:22]/[C:21]1[CH:20]=[N:19][N:16]2[CH:17]=[CH:18][C:13]([N:9]3[CH2:10][CH2:11][CH2:12][CH:8]3[C:4]3[CH:5]=[N:6][CH:7]=[C:2]([F:1])[CH:3]=3)=[N:14][C:15]=12)[CH3:28]. The yield is 0.890.